From a dataset of Full USPTO retrosynthesis dataset with 1.9M reactions from patents (1976-2016). Predict the reactants needed to synthesize the given product. (1) Given the product [CH3:11][C:4]1[CH:3]=[CH:2][C:7]([C:2]2[CH:7]=[CH:6][CH:5]=[CH:4][CH:3]=2)=[CH:6][C:5]=1[N+:8]([O-:10])=[O:9], predict the reactants needed to synthesize it. The reactants are: Br[C:2]1[CH:7]=[CH:6][C:5]([N+:8]([O-:10])=[O:9])=[C:4]([CH3:11])[CH:3]=1.P([O-])([O-])([O-])=O.[K+].[K+].[K+]. (2) Given the product [O:19]1[C:23]2[CH:24]=[CH:25][CH:26]=[CH:27][C:22]=2[CH:21]=[C:20]1[C:2]1[C:10]2[C:5](=[CH:6][CH:7]=[C:8]([C:11]#[N:12])[CH:9]=2)[N:4]([CH:13]2[CH2:18][CH2:17][CH2:16][CH2:15][O:14]2)[N:3]=1, predict the reactants needed to synthesize it. The reactants are: Br[C:2]1[C:10]2[C:5](=[CH:6][CH:7]=[C:8]([C:11]#[N:12])[CH:9]=2)[N:4]([CH:13]2[CH2:18][CH2:17][CH2:16][CH2:15][O:14]2)[N:3]=1.[O:19]1[C:23]2[CH:24]=[CH:25][CH:26]=[CH:27][C:22]=2[CH:21]=[C:20]1B(O)O.C(Cl)Cl.P([O-])([O-])([O-])=O.[K+].[K+].[K+]. (3) Given the product [O:12]=[C:10]([N:46]1[CH2:51][CH2:50][CH2:49][C@@H:48]([NH:52][C:53]2[CH:58]=[N:57][CH:56]=[C:55]([C:59]3[CH:60]=[N:61][N:62]4[CH:67]=[CH:66][CH:65]=[CH:64][C:63]=34)[N:54]=2)[CH2:47]1)[CH2:9][NH:8][C:6](=[O:7])[O:5][C:1]([CH3:2])([CH3:3])[CH3:4], predict the reactants needed to synthesize it. The reactants are: [C:1]([O:5][C:6]([NH:8][CH2:9][C:10]([OH:12])=O)=[O:7])([CH3:4])([CH3:3])[CH3:2].F[P-](F)(F)(F)(F)F.N1(OC(N(C)C)=[N+](C)C)C2N=CC=CC=2N=N1.C(N(C(C)C)CC)(C)C.[NH:46]1[CH2:51][CH2:50][CH2:49][C@@H:48]([NH:52][C:53]2[CH:58]=[N:57][CH:56]=[C:55]([C:59]3[CH:60]=[N:61][N:62]4[CH:67]=[CH:66][CH:65]=[CH:64][C:63]=34)[N:54]=2)[CH2:47]1. (4) Given the product [F:10][C:9]1[C:4]([F:3])=[C:5]([NH:16][C:17]2[CH:22]=[CH:21][C:20]([I:23])=[CH:19][C:18]=2[F:24])[C:6]([NH2:13])=[C:7]([O:11][CH3:12])[CH:8]=1, predict the reactants needed to synthesize it. The reactants are: [Cl-].[NH4+].[F:3][C:4]1[C:9]([F:10])=[CH:8][C:7]([O:11][CH3:12])=[C:6]([N+:13]([O-])=O)[C:5]=1[NH:16][C:17]1[CH:22]=[CH:21][C:20]([I:23])=[CH:19][C:18]=1[F:24]. (5) Given the product [F:1][C:2]1[CH:7]=[CH:6][C:5]([CH3:8])=[CH:4][C:3]=1[NH:9][C:10]([NH:12][C:13]1[CH:14]=[CH:15][C:16]([O:17][C:18]2[CH:23]=[CH:22][N:21]=[C:20]([C:24]3[NH:28][CH:27]=[C:26]([C:29]([O:31][CH2:34][CH2:35][OH:36])=[O:30])[CH:25]=3)[CH:19]=2)=[CH:32][CH:33]=1)=[O:11], predict the reactants needed to synthesize it. The reactants are: [F:1][C:2]1[CH:7]=[CH:6][C:5]([CH3:8])=[CH:4][C:3]=1[NH:9][C:10]([NH:12][C:13]1[CH:33]=[CH:32][C:16]([O:17][C:18]2[CH:23]=[CH:22][N:21]=[C:20]([C:24]3[NH:28][CH:27]=[C:26]([C:29]([OH:31])=[O:30])[CH:25]=3)[CH:19]=2)=[CH:15][CH:14]=1)=[O:11].[CH2:34](O)[CH2:35][OH:36].Cl.C(N=C=NCCCN(C)C)C.Cl. (6) Given the product [C:21]([CH2:2][CH:3]1[CH2:7][CH2:6][CH:5]([CH2:8][CH2:9][C:10]2[CH:15]=[C:14]([F:16])[CH:13]=[CH:12][C:11]=2[O:17][CH3:18])[O:4]1)#[N:22], predict the reactants needed to synthesize it. The reactants are: Br[CH2:2][CH:3]1[CH2:7][CH2:6][CH:5]([CH2:8][CH2:9][C:10]2[CH:15]=[C:14]([F:16])[CH:13]=[CH:12][C:11]=2[O:17][CH3:18])[O:4]1.[Na+].[I-].[C-:21]#[N:22].[K+].[Na].C([O-])(O)=O.[Na+].O.